Dataset: Catalyst prediction with 721,799 reactions and 888 catalyst types from USPTO. Task: Predict which catalyst facilitates the given reaction. The catalyst class is: 300. Reactant: [NH2:1][C:2]1[CH:7]=[C:6]([Cl:8])[CH:5]=[CH:4][C:3]=1[C:9]([N:11]1[CH2:16][CH2:15][CH2:14][CH2:13][CH2:12]1)=[O:10].[Cl:17][C:18]1[CH:23]=[CH:22][C:21]([S:24](Cl)(=[O:26])=[O:25])=[CH:20][C:19]=1[C:28]([F:31])([F:30])[F:29]. Product: [Cl:17][C:18]1[CH:23]=[CH:22][C:21]([S:24]([NH:1][C:2]2[CH:7]=[C:6]([Cl:8])[CH:5]=[CH:4][C:3]=2[C:9]([N:11]2[CH2:16][CH2:15][CH2:14][CH2:13][CH2:12]2)=[O:10])(=[O:25])=[O:26])=[CH:20][C:19]=1[C:28]([F:31])([F:29])[F:30].